From a dataset of Full USPTO retrosynthesis dataset with 1.9M reactions from patents (1976-2016). Predict the reactants needed to synthesize the given product. (1) Given the product [CH3:11][C:3]1[CH:4]=[C:5]([N+:8]([O-:10])=[O:9])[CH:6]=[CH:7][C:2]=1[O:18][C:12]1[CH:17]=[CH:16][CH:15]=[CH:14][CH:13]=1, predict the reactants needed to synthesize it. The reactants are: F[C:2]1[CH:7]=[CH:6][C:5]([N+:8]([O-:10])=[O:9])=[CH:4][C:3]=1[CH3:11].[C:12]1([OH:18])[CH:17]=[CH:16][CH:15]=[CH:14][CH:13]=1.C([O-])([O-])=O.[Cs+].[Cs+]. (2) Given the product [IH:26].[IH:26].[N:11]1([C:15]2[N:19]([CH:20]=[CH2:21])[C:18]3[CH:22]=[CH:23][CH:24]=[CH:25][C:17]=3[N:16]=2)[CH2:12][CH2:13][CH2:14][NH:8][CH2:9][CH2:10]1, predict the reactants needed to synthesize it. The reactants are: C(OC([N:8]1[CH2:14][CH2:13][CH2:12][N:11]([C:15]2[N:19]([CH:20]=[CH2:21])[C:18]3[CH:22]=[CH:23][CH:24]=[CH:25][C:17]=3[N:16]=2)[CH2:10][CH2:9]1)=O)(C)(C)C.[IH:26]. (3) Given the product [Cl:1][C:2]1[C:3]([O:19][C:20]2[CH:25]=[CH:24][C:23]([NH:26][C:28](=[O:30])[CH3:29])=[C:22]([CH3:27])[CH:21]=2)=[C:4]([F:18])[C:5]([C@H:8]([NH:11][S@@:12]([C:14]([CH3:17])([CH3:16])[CH3:15])=[O:13])[CH2:9][CH3:10])=[CH:6][CH:7]=1, predict the reactants needed to synthesize it. The reactants are: [Cl:1][C:2]1[CH:7]=[CH:6][C:5]([C@H:8]([NH:11][S@@:12]([C:14]([CH3:17])([CH3:16])[CH3:15])=[O:13])[CH2:9][CH3:10])=[C:4]([F:18])[C:3]=1[O:19][C:20]1[CH:25]=[CH:24][C:23]([NH2:26])=[C:22]([CH3:27])[CH:21]=1.[C:28](Cl)(=[O:30])[CH3:29].C(N(CC)CC)C.C(=O)([O-])O.[Na+]. (4) Given the product [C:16]([O:15][C@@H:13]([C:10]1[N:9]=[C:8]([C:4]2[CH:5]=[CH:6][CH:7]=[C:2]([Cl:1])[CH:3]=2)[O:12][N:11]=1)[CH3:14])(=[O:18])[CH3:17], predict the reactants needed to synthesize it. The reactants are: [Cl:1][C:2]1[CH:3]=[C:4]([C:8]2[O:12][N:11]=[C:10]([CH:13]([OH:15])[CH3:14])[N:9]=2)[CH:5]=[CH:6][CH:7]=1.[C:16](OC=C)(=[O:18])[CH3:17]. (5) Given the product [ClH:3].[Cl:3][C:4]1[CH:26]=[C:25]([F:27])[CH:24]=[CH:23][C:5]=1[C:6]([NH:8][C:9]1[CH:14]=[CH:13][CH:12]=[C:11]([N:15]([C:31]([CH:28]2[CH2:30][CH2:29]2)=[O:32])[CH:16]2[CH2:17][CH2:18][N:19]([CH3:22])[CH2:20][CH2:21]2)[CH:10]=1)=[O:7], predict the reactants needed to synthesize it. The reactants are: Cl.Cl.[Cl:3][C:4]1[CH:26]=[C:25]([F:27])[CH:24]=[CH:23][C:5]=1[C:6]([NH:8][C:9]1[CH:14]=[CH:13][CH:12]=[C:11]([NH:15][CH:16]2[CH2:21][CH2:20][N:19]([CH3:22])[CH2:18][CH2:17]2)[CH:10]=1)=[O:7].[CH:28]1([C:31](Cl)=[O:32])[CH2:30][CH2:29]1. (6) Given the product [CH3:17][O:18][C:2]1[N:7]=[C:6]([O:21][CH3:20])[CH:5]=[C:4](/[CH:9]=[CH:10]/[C:11]2[CH:16]=[CH:15][CH:14]=[CH:13][CH:12]=2)[N:3]=1, predict the reactants needed to synthesize it. The reactants are: Cl[C:2]1[N:7]=[C:6](Cl)[CH:5]=[C:4](/[CH:9]=[CH:10]/[C:11]2[CH:16]=[CH:15][CH:14]=[CH:13][CH:12]=2)[N:3]=1.[CH3:17][O-:18].[Na+].[CH3:20][OH:21]. (7) Given the product [CH3:17][C:2]([O:1][Si:20]([CH3:27])([CH3:26])[CH3:19])([CH2:18][CH3:28])[CH2:3][CH2:4][CH2:5][CH:6]1[CH2:10][CH2:9][C:8]2([CH2:15][CH2:14][CH2:13][C:12](=[O:16])[CH2:11]2)[CH2:7]1, predict the reactants needed to synthesize it. The reactants are: [OH:1][C:2]([CH3:18])([CH3:17])[CH2:3][CH2:4][CH2:5][CH:6]1[CH2:10][CH2:9][C:8]2([CH2:15][CH2:14][CH2:13][C:12](=[O:16])[CH2:11]2)[CH2:7]1.[CH3:19][Si:20]([CH3:27])([CH3:26])N1C=CN=C1.[CH2:28]1COCC1. (8) The reactants are: [NH2:1][CH2:2][CH2:3][CH2:4][N:5]1[C:14]2[CH:13]=[CH:12][C:11]([Cl:15])=[CH:10][C:9]=2[C:8]2=[N:16][NH:17][C:18]([CH2:19][CH2:20][OH:21])=[C:7]2[C:6]1=[O:22].CC(OI1(OC(C)=O)(OC(C)=O)[O:36][C:34](=O)[C:33]2[CH:32]=[CH:31][CH:30]=CC1=2)=O.[C:45]([O-:48])(O)=[O:46].[Na+]. Given the product [C:7]([O:48][C:45](=[O:46])[NH:1][CH2:2][CH2:3][CH2:4][N:5]1[C:14]2[CH:13]=[CH:12][C:11]([Cl:15])=[CH:10][C:9]=2[C:8]2=[N:16][N:17]([CH:30]3[CH2:31][CH2:32][CH2:33][CH2:34][O:36]3)[C:18]([CH2:19][CH:20]=[O:21])=[C:7]2[C:6]1=[O:22])([CH3:8])([CH3:18])[CH3:6], predict the reactants needed to synthesize it. (9) The reactants are: [Cl:1][C:2]1[CH:7]=[CH:6][C:5]([C:8]2[CH:9]=[C:10]([C:19]([OH:21])=O)[N:11]=[N:12][C:13]=2[O:14][CH2:15][CH:16]2[CH2:18][CH2:17]2)=[CH:4][CH:3]=1.Cl.[F:23][C:24]([F:33])([F:32])[C:25]1[N:29]=[C:28]([CH2:30][NH2:31])[O:27][N:26]=1. Given the product [F:33][C:24]([F:23])([F:32])[C:25]1[N:29]=[C:28]([CH2:30][NH:31][C:19]([C:10]2[N:11]=[N:12][C:13]([O:14][CH2:15][CH:16]3[CH2:17][CH2:18]3)=[C:8]([C:5]3[CH:4]=[CH:3][C:2]([Cl:1])=[CH:7][CH:6]=3)[CH:9]=2)=[O:21])[O:27][N:26]=1, predict the reactants needed to synthesize it.